This data is from TCR-epitope binding with 47,182 pairs between 192 epitopes and 23,139 TCRs. The task is: Binary Classification. Given a T-cell receptor sequence (or CDR3 region) and an epitope sequence, predict whether binding occurs between them. (1) Result: 0 (the TCR does not bind to the epitope). The epitope is KLGGALQAK. The TCR CDR3 sequence is CASSLDSENSPLHF. (2) The TCR CDR3 sequence is CASHNRERENIQYF. The epitope is KLSYGIATV. Result: 1 (the TCR binds to the epitope). (3) The epitope is IYSKHTPINL. The TCR CDR3 sequence is CASSLGAGVQETQYF. Result: 0 (the TCR does not bind to the epitope). (4) The epitope is VLAWLYAAV. The TCR CDR3 sequence is CATSDPRLAGTGELFF. Result: 1 (the TCR binds to the epitope). (5) The epitope is GMFNMLSTVLGVS. The TCR CDR3 sequence is CASSPGTSKGRNEQYF. Result: 0 (the TCR does not bind to the epitope). (6) Result: 0 (the TCR does not bind to the epitope). The epitope is SLYNTVATL. The TCR CDR3 sequence is CASSLQGAPEQFF.